The task is: Predict the reactants needed to synthesize the given product.. This data is from Full USPTO retrosynthesis dataset with 1.9M reactions from patents (1976-2016). (1) Given the product [Cl:20][C:19]1[CH:18]=[N:17][C:16]2[NH:1][C:2]3[CH:24]=[CH:23][CH:22]=[C:4]([CH:3]=3)[CH2:5][NH:6][C:7]3[CH:8]=[C:9]([NH:13][C:14]=1[N:15]=2)[CH:10]=[CH:11][CH:12]=3, predict the reactants needed to synthesize it. The reactants are: [NH2:1][C:2]1[CH:3]=[C:4]([CH:22]=[CH:23][CH:24]=1)[CH2:5][NH:6][C:7]1[CH:12]=[CH:11][CH:10]=[C:9]([NH:13][C:14]2[C:19]([Cl:20])=[CH:18][N:17]=[C:16](Cl)[N:15]=2)[CH:8]=1.Cl.O.[OH-].[Na+]. (2) The reactants are: [CH2:1]([C@@:4]1([C:20]2[CH:25]=[CH:24][C:23]([F:26])=[CH:22][CH:21]=2)[O:9][C:8](=[O:10])[N:7]([C@H:11]([C:13]2[CH:18]=[CH:17][C:16]([Br:19])=[CH:15][CH:14]=2)[CH3:12])[CH2:6][CH2:5]1)[CH:2]=[CH2:3].B.C1C[O:31]CC1.[OH-].[Na+].OO.Cl. Given the product [Br:19][C:16]1[CH:17]=[CH:18][C:13]([C@@H:11]([N:7]2[CH2:6][CH2:5][C@@:4]([C:20]3[CH:21]=[CH:22][C:23]([F:26])=[CH:24][CH:25]=3)([CH2:1][CH2:2][CH2:3][OH:31])[O:9][C:8]2=[O:10])[CH3:12])=[CH:14][CH:15]=1, predict the reactants needed to synthesize it. (3) Given the product [C:20]([NH:19][S:16]([C:12]1[CH:13]=[CH:14][CH:15]=[C:10]([NH:9][C:2]2[CH:7]=[C:6]([C:34]3[CH:35]=[CH:36][C:31]([F:30])=[CH:32][C:33]=3[O:40][CH3:41])[CH:5]=[CH:4][N:3]=2)[CH:11]=1)(=[O:18])=[O:17])([CH3:23])([CH3:22])[CH3:21], predict the reactants needed to synthesize it. The reactants are: F[C:2]1[CH:7]=[C:6](I)[CH:5]=[CH:4][N:3]=1.[NH2:9][C:10]1[CH:11]=[C:12]([S:16]([NH:19][C:20]([CH3:23])([CH3:22])[CH3:21])(=[O:18])=[O:17])[CH:13]=[CH:14][CH:15]=1.C([O-])([O-])=O.[Cs+].[Cs+].[F:30][C:31]1[CH:36]=[CH:35][C:34](B(O)O)=[C:33]([O:40][CH3:41])[CH:32]=1.